From a dataset of Full USPTO retrosynthesis dataset with 1.9M reactions from patents (1976-2016). Predict the reactants needed to synthesize the given product. (1) Given the product [CH2:1]([NH:3][C:4]([NH:6][C:7]1[CH:8]=[CH:9][C:10]([C:13]2[N:14]=[C:15]([N:23]3[CH2:28][CH2:27][O:26][CH2:25][C@@H:24]3[CH3:29])[C:16]3[CH2:22][CH2:21][N:20]([C:33]4[CH:34]=[CH:35][N:36]=[C:31]([CH3:30])[N:32]=4)[CH2:19][C:17]=3[N:18]=2)=[CH:11][CH:12]=1)=[O:5])[CH3:2], predict the reactants needed to synthesize it. The reactants are: [CH2:1]([NH:3][C:4]([NH:6][C:7]1[CH:12]=[CH:11][C:10]([C:13]2[N:14]=[C:15]([N:23]3[CH2:28][CH2:27][O:26][CH2:25][C@@H:24]3[CH3:29])[C:16]3[CH2:22][CH2:21][NH:20][CH2:19][C:17]=3[N:18]=2)=[CH:9][CH:8]=1)=[O:5])[CH3:2].[CH3:30][C:31]1[N:36]=[C:35](Cl)[CH:34]=[CH:33][N:32]=1. (2) The reactants are: [CH3:1][C:2]1[N+:3]([O-])=[CH:4][C:5]2[C:10]([CH:11]=1)=[CH:9][CH:8]=[CH:7][CH:6]=2.C(OC(=O)C)(=[O:15])C. Given the product [CH3:1][C:2]1[NH:3][C:4](=[O:15])[C:5]2[C:10]([CH:11]=1)=[CH:9][CH:8]=[CH:7][CH:6]=2, predict the reactants needed to synthesize it.